This data is from Full USPTO retrosynthesis dataset with 1.9M reactions from patents (1976-2016). The task is: Predict the reactants needed to synthesize the given product. Given the product [CH2:31]([N:33]1[CH2:38][CH2:37][N:36]([CH2:39][CH2:40][NH:41][C:2]2[C:3]3[C:10]([C:11]4[CH:16]=[CH:15][CH:14]=[CH:13][CH:12]=4)=[C:9]([C:17]4[CH:22]=[CH:21][C:20]([O:23][CH2:24][CH2:25][N:26]5[CH2:30][CH2:29][CH2:28][CH2:27]5)=[CH:19][CH:18]=4)[O:8][C:4]=3[N:5]=[CH:6][N:7]=2)[CH2:35][CH2:34]1)[CH3:32], predict the reactants needed to synthesize it. The reactants are: Cl[C:2]1[C:3]2[C:10]([C:11]3[CH:16]=[CH:15][CH:14]=[CH:13][CH:12]=3)=[C:9]([C:17]3[CH:22]=[CH:21][C:20]([O:23][CH2:24][CH2:25][N:26]4[CH2:30][CH2:29][CH2:28][CH2:27]4)=[CH:19][CH:18]=3)[O:8][C:4]=2[N:5]=[CH:6][N:7]=1.[CH2:31]([N:33]1[CH2:38][CH2:37][N:36]([CH2:39][CH2:40][NH2:41])[CH2:35][CH2:34]1)[CH3:32].CCN(C(C)C)C(C)C.